From a dataset of Reaction yield outcomes from USPTO patents with 853,638 reactions. Predict the reaction yield, written as a fraction of the theoretical maximum amount of product (1.0 means a 100% yield; for example, 0.34 means a 34% yield). The reactants are [NH2:1][C:2](=[C:10]([C:15](=O)[CH:16]([CH3:18])[CH3:17])[C:11]([O:13][CH3:14])=[O:12])[C:3]1[CH:8]=[CH:7][C:6]([F:9])=[CH:5][CH:4]=1.CNS(C)(=O)=O.C(O)(C)(C)C.[C:31]([N:33]([CH3:38])[S:34]([CH3:37])(=[O:36])=[O:35])#[N:32].CC(C)([O-])C.[Na+]. No catalyst specified. The product is [F:9][C:6]1[CH:7]=[CH:8][C:3]([C:2]2[C:10]([C:11]([O:13][CH3:14])=[O:12])=[C:15]([CH:16]([CH3:18])[CH3:17])[N:32]=[C:31]([N:33]([S:34]([CH3:37])(=[O:36])=[O:35])[CH3:38])[N:1]=2)=[CH:4][CH:5]=1. The yield is 0.521.